Dataset: Catalyst prediction with 721,799 reactions and 888 catalyst types from USPTO. Task: Predict which catalyst facilitates the given reaction. (1) Product: [CH3:14][O:15][C:16]1[CH:17]=[C:18]([S:24]([NH:7][C:6]2[N:2]([CH3:1])[N:3]=[C:4]([C:8]3[CH:9]=[CH:10][CH:11]=[CH:12][CH:13]=3)[CH:5]=2)(=[O:25])=[O:26])[CH:19]=[CH:20][C:21]=1[O:22][CH3:23]. The catalyst class is: 17. Reactant: [CH3:1][N:2]1[C:6]([NH2:7])=[CH:5][C:4]([C:8]2[CH:13]=[CH:12][CH:11]=[CH:10][CH:9]=2)=[N:3]1.[CH3:14][O:15][C:16]1[CH:17]=[C:18]([S:24](Cl)(=[O:26])=[O:25])[CH:19]=[CH:20][C:21]=1[O:22][CH3:23]. (2) Reactant: C([O:3][C:4]([C:6]1[N:7]=[C:8]([C:11]2[CH:16]=[CH:15][C:14]([O:17][CH3:18])=[CH:13][CH:12]=2)[S:9][CH:10]=1)=[O:5])C.O.[OH-].[Li+].O.[ClH:23]. Product: [CH3:18][O:17][C:14]1[CH:13]=[CH:12][C:11]([C:8]2[S:9][CH:10]=[C:6]([C:4]([OH:5])=[O:3])[N:7]=2)=[CH:16][CH:15]=1.[Cl-:23].[NH4+:7]. The catalyst class is: 1. (3) Reactant: C([O:5][C:6](=[O:19])[CH2:7][NH:8][C:9](=[O:18])[CH2:10][C:11]1[CH:16]=[CH:15][C:14]([NH2:17])=[CH:13][CH:12]=1)(C)(C)C.[Cl:20][C:21]1[CH:22]=[C:23](Br)[CH:24]=[C:25]([Cl:27])[CH:26]=1.C([O-])([O-])=O.[K+].[K+].CC1(C)C2C(=C(P(C3C=CC=CC=3)C3C=CC=CC=3)C=CC=2)OC2C(P(C3C=CC=CC=3)C3C=CC=CC=3)=CC=CC1=2. Product: [Cl:20][C:21]1[CH:22]=[C:23]([NH:17][C:14]2[CH:13]=[CH:12][C:11]([CH2:10][C:9]([NH:8][CH2:7][C:6]([OH:5])=[O:19])=[O:18])=[CH:16][CH:15]=2)[CH:24]=[C:25]([Cl:27])[CH:26]=1. The catalyst class is: 62. (4) Reactant: [C:1]([O:5][C:6]([N:8]1[CH2:13][CH2:12][CH:11]([C:14]([OH:16])=O)[CH2:10][CH2:9]1)=[O:7])([CH3:4])([CH3:3])[CH3:2].[CH2:17]([C:19]1[C:27]2[C:22](=[CH:23][C:24]([F:28])=[CH:25][CH:26]=2)[N:21]([C:29](=[N:31]O)[NH2:30])[N:20]=1)[CH3:18].[F-].C([N+](CCCC)(CCCC)CCCC)CCC. The catalyst class is: 1. Product: [CH2:17]([C:19]1[C:27]2[C:22](=[CH:23][C:24]([F:28])=[CH:25][CH:26]=2)[N:21]([C:29]2[N:30]=[C:14]([CH:11]3[CH2:10][CH2:9][N:8]([C:6]([O:5][C:1]([CH3:2])([CH3:3])[CH3:4])=[O:7])[CH2:13][CH2:12]3)[O:16][N:31]=2)[N:20]=1)[CH3:18]. (5) Reactant: [CH2:1]([O:3][P:4]([CH2:9][C:10]([OH:12])=O)([O:6][CH2:7][CH3:8])=[O:5])[CH3:2].S(Cl)(Cl)=O.[NH2:17][C:18]1[CH:23]=[C:22]([Br:24])[CH:21]=[CH:20][C:19]=1[NH:25][C:26]1[CH:31]=[CH:30][C:29]([C:32]([C:34]2[CH:39]=[CH:38][CH:37]=[CH:36][C:35]=2[CH3:40])=[O:33])=[C:28]([Cl:41])[CH:27]=1.C(N(CC)C(C)C)(C)C. Product: [Br:24][C:22]1[CH:21]=[CH:20][C:19]([NH:25][C:26]2[CH:31]=[CH:30][C:29]([C:32]([C:34]3[CH:39]=[CH:38][CH:37]=[CH:36][C:35]=3[CH3:40])=[O:33])=[C:28]([Cl:41])[CH:27]=2)=[C:18]([NH:17][C:10](=[O:12])[CH2:9][P:4](=[O:5])([O:3][CH2:1][CH3:2])[O:6][CH2:7][CH3:8])[CH:23]=1. The catalyst class is: 308.